Predict the reactants needed to synthesize the given product. From a dataset of Full USPTO retrosynthesis dataset with 1.9M reactions from patents (1976-2016). Given the product [F:12][C:5]1[N:4]=[C:3]([C:1]([NH2:2])=[O:14])[C:8]([N+:9]([O-:11])=[O:10])=[CH:7][CH:6]=1, predict the reactants needed to synthesize it. The reactants are: [C:1]([C:3]1[C:8]([N+:9]([O-:11])=[O:10])=[CH:7][CH:6]=[C:5]([F:12])[N:4]=1)#[N:2].N.[OH:14]S(O)(=O)=O.